Dataset: Experimentally validated miRNA-target interactions with 360,000+ pairs, plus equal number of negative samples. Task: Binary Classification. Given a miRNA mature sequence and a target amino acid sequence, predict their likelihood of interaction. (1) The miRNA is hsa-miR-27b-5p with sequence AGAGCUUAGCUGAUUGGUGAAC. The protein sequence of the target gene is MAVNVYSTSVTSENLSRHDMLAWVNDSLHLNYTKIEQLCSGAAYCQFMDMLFPGCVHLRKVKFQAKLEHEYIHNFKVLQAAFKKMGVDKIIPVEKLVKGKFQDNFEFIQWFKKFFDANYDGKDYNPLLARQGQDVAPPPNPGDQIFNKSKKLIGTAVPQRTSPTGPKNMQTSGRLSNVAPPCILRKNPPSARNGGHEADAQILELNQQLLDLKLTVDGLEKERDFYFSKLRDIELICQEHESENSPVISGIIGILYATEEGFAPPEDDEIEEHQQEDQDEY. Result: 0 (no interaction). (2) The miRNA is hsa-miR-6840-5p with sequence ACCCCCGGGCAAAGACCUGCAGAU. The protein sequence of the target gene is MEAVATATAAKEPDKGCIEPGPGHWGELSRTPVPSKPQDKVEAAEATPVALDSDTSGAENAAVSAMLHAVAASRLPVCSQQQGEPDLTEHEKVAILAQLYHEKPLVFLERFRTGLREEHLACFGHVRGDHRADFYCAEVARQGTARPRTLRTRLRNRRYAALRELIQGGEYFSDEQMRFRAPLLYEQYIGQYLTQEELSARTPTHQPPKPGSPGRPACPLSNLLLQSYEERELQQRLLQQQEEEEACLEEEEEEEDSDEEDQRSGKDSEAWVPDSEERLILREEFTSRMHQRFLDGKDGD.... Result: 0 (no interaction). (3) The miRNA is hsa-miR-7162-3p with sequence UCUGAGGUGGAACAGCAGC. The protein sequence of the target gene is MPFLDIQKKLGISLDRHFMFLSAEQPYKNAARCHAFEKEWIECAHGIGGTRAKKECKIEFDDFEECLLRYKTMRRMHDIKKQREKLMKEGKYTPPPHHSGREEPRP. Result: 0 (no interaction). (4) The miRNA is hsa-miR-4787-3p with sequence GAUGCGCCGCCCACUGCCCCGCGC. The protein sequence of the target gene is MAARSAPSCHLRLEWVYGYRGHQCRNNLYYTAAKEIVYFVAGVGVVYSPREHRQKFFRGHSDDIISLALHPERVLVATGQVGKEPYICVWDSYTVQTVSVLKDVHTHGIACLAFDLDGQRLVSVGLDSKNAVCVWDWKRGRMLSMAPGHTDRIFDISWDLYQPNKLVSCGVKHIKFWSLCGNALTPKRGVFGKTGDLQTILCLACARDELTYSGALNGDIYVWKGINLIRTIQGAHTAGIFSMNSCEEGFATGGRDGCIRLWDLTFKPITVIDLRETEQGYKGLSVRSVCWRGDHILVGT.... Result: 0 (no interaction). (5) The miRNA is hsa-miR-4804-3p with sequence UGCUUAACCUUGCCCUCGAAA. The protein sequence of the target gene is MTSSSPAGLEGSDLSSINTMMSAVMSVGKVTENGGSPQGIKSPSKPPGPNRIGRRNQETKEEKSSYNCPLCEKICTTQHQLTMHIRQHNTDTGGADHSCSICGKSLSSASSLDRHMLVHSGERPYKCTVCGQSFTTNGNMHRHMKIHEKDPNSATATAPPSPLKRRRLSSKRKLSHDAESEREDPAPAKKMVEDGQSGDLEKKADEVFHCPVCFKEFVCKYGLETHMETHSDNPLRCDICCVTFRTHRGLLRHNALVHKQLPRDAMGRPFIQNNPSIPAGFHDLGFTDFSCRKFPRISQA.... Result: 1 (interaction). (6) The miRNA is hsa-miR-1825 with sequence UCCAGUGCCCUCCUCUCC. The protein sequence of the target gene is MEGEPPPVEERRRLQEELNEFVESGCRTLEEVTASLGWDLDSLDPGEEEAAEDEVVICPYDSNHHMPKSSLAKHMASCRLRKMGYTKEEEDEMYNPEFFYENVKIPSITLNKDSQFQIIKQARTAVGKDSDCYNQRIYSSLPVEVPLNHKRFVCDLTQADRLALYDFVVEETKKKRSDSQIIENDSDLFVDLAAKINQDNSRKSPKSYLEILAEVRDYKRRRQSYRAKNVHITKKSYTEVIRDVINVHMEELSNHWQEEQEKAEDDAEKNEERRSASVDSRQSGGSYLDAECSRHRRDRS.... Result: 1 (interaction). (7) The miRNA is hsa-miR-6732-5p with sequence UAGGGGGUGGCAGGCUGGCC. The protein sequence of the target gene is MEESDSEKKTEKENVGPKVEPPLGEPEGSLGWAMPNAAMKKKVLLMGKSGSGKTSMRSIIFANYIARDTRRLGATILDRIHSLQINSSLSTYSLVDSVGNTKTFDVEHSHVRFLGNLVLNLWDCGGQDTFMENYFTSQRDNIFRNVEVLIYVFDVESRELEKDMHYYQSCLEAILQNSPEAKIFCLVHKMDLVQEDQRDLIFKEREEDLRRLSRPLECSCFRTSIWDETLYKAWSSIVYQLIPNVQQLEMNLRNFAEIIEADEVLLFERATFLVISHYQCKEQRDAHRFEKISNIIKQFK.... Result: 0 (no interaction). (8) The miRNA is hsa-miR-302b-5p with sequence ACUUUAACAUGGAAGUGCUUUC. The protein sequence of the target gene is MASRLTLLTLLLLLLAGDRASSNPNATSSSSQDPESLQDRGEGKVATTVISKMLFVEPILEVSSLPTTNSTTNSATKITANTTDEPTTQPTTEPTTQPTIQPTQPTTQLPTDSPTQPTTGSFCPGPVTLCSDLESHSTEAVLGDALVDFSLKLYHAFSAMKKVETNMAFSPFSIASLLTQVLLGAGENTKTNLESILSYPKDFTCVHQALKGFTTKGVTSVSQIFHSPDLAIRDTFVNASRTLYSSSPRVLSNNSDANLELINTWVAKNTNNKISRLLDSLPSDTRLVLLNAIYLSAKWK.... Result: 0 (no interaction). (9) The miRNA is cel-miR-246-3p with sequence UUACAUGUUUCGGGUAGGAGC. The protein sequence of the target gene is MDRAALLGLARLCALWAALLVLFPYGAQGNWMWLGIASFGVPEKLGCANLPLNSRQKELCKRKPYLLPSIREGARLGIQECGSQFRHERWNCMITAAATTAPMGASPLFGYELSSGTKETAFIYAVMAAGLVHSVTRSCSAGNMTECSCDTTLQNGGSASEGWHWGGCSDDVQYGMWFSRKFLDFPIGNTTGKENKVLLAMNLHNNEAGRQAVAKLMSVDCRCHGVSGSCAVKTCWKTMSSFEKIGHLLKDKYENSIQISDKTKRKMRRREKDQRKIPIHKDDLLYVNKSPNYCVEDKKL.... Result: 0 (no interaction). (10) The miRNA is hsa-miR-3683 with sequence UGCGACAUUGGAAGUAGUAUCA. The protein sequence of the target gene is MHSRILLLLLMFAFNVGLINCGQSLVSPQSNCKIRCENGGMCVFDLERPDFHSCICLLGVYTGDRCQIRIAPEDIETTATSDETSHPMNIQHQQSQADIDDARRRDDERKREYERQVAERTRKEKEDRERASDEERRRQQHEQYWKEETARREQQRAEAERRIQEQRVRDDERRRQHEAERSQIEERRREEESRRLAAQRETDEARVRDEERRRQETEKEVEKELNDKRTQSMNEQFEYEGGDEEYPQVAEKEDEYDEGYETDNTEDVTITTTKTTKLMKPMVEESKGVDGDDGSDMIME.... Result: 0 (no interaction).